This data is from Full USPTO retrosynthesis dataset with 1.9M reactions from patents (1976-2016). The task is: Predict the reactants needed to synthesize the given product. (1) Given the product [Cl:2][C:3]1[CH:4]=[C:5]([C:9]2[C:14]([O:15][CH:16]([F:18])[F:17])=[N:13][CH:12]=[C:11]([CH2:19][C:35]3[CH:34]=[CH:33][CH:32]=[CH:37][N:36]=3)[CH:10]=2)[CH:6]=[CH:7][CH:8]=1, predict the reactants needed to synthesize it. The reactants are: [Br-].[Cl:2][C:3]1[CH:4]=[C:5]([C:9]2[CH:10]=[C:11]([CH2:19][Zn+])[CH:12]=[N:13][C:14]=2[O:15][CH:16]([F:18])[F:17])[CH:6]=[CH:7][CH:8]=1.BrCCBr.C[Si](Cl)(C)C.BrC[C:32]1[CH:33]=[C:34](C2C=CC=C(Cl)C=2)[C:35](OC(F)F)=[N:36][CH:37]=1. (2) Given the product [Cl:20][C:13]1[CH:12]=[C:11]2[C:16]([C:17]([C:18]#[N:19])=[C:9]([C:5]3[CH:4]=[C:3]([CH2:2][NH:1][S:25]([CH2:24][C:23]([F:30])([F:29])[F:22])(=[O:27])=[O:26])[CH:8]=[N:7][CH:6]=3)[N:10]2[CH3:21])=[CH:15][CH:14]=1, predict the reactants needed to synthesize it. The reactants are: [NH2:1][CH2:2][C:3]1[CH:4]=[C:5]([C:9]2[N:10]([CH3:21])[C:11]3[C:16]([C:17]=2[C:18]#[N:19])=[CH:15][CH:14]=[C:13]([Cl:20])[CH:12]=3)[CH:6]=[N:7][CH:8]=1.[F:22][C:23]([F:30])([F:29])[CH2:24][S:25](Cl)(=[O:27])=[O:26]. (3) Given the product [CH2:1]([O:3][C:4]([C:5]1[C:6]2[N:7]([CH:17]=[N:16][N:15]=2)[C:8]([C:11]([F:14])([F:13])[F:12])=[CH:9][CH:10]=1)=[O:19])[CH3:2], predict the reactants needed to synthesize it. The reactants are: [CH2:1]([O:3][C:4](=[O:19])[C:5]1[CH:10]=[CH:9][C:8]([C:11]([F:14])([F:13])[F:12])=[N:7][C:6]=1[NH:15][NH:16][CH:17]=O)[CH3:2].P(Cl)(Cl)(Cl)=O.C(=O)(O)[O-].[Na+]. (4) The reactants are: C(O[C:6](=[O:22])[N:7]([CH2:13][C:14]1[CH:19]=[CH:18][C:17]([O:20][CH3:21])=[CH:16][CH:15]=1)[N:8]1[CH:12]=[CH:11][CH:10]=[CH:9]1)(C)(C)C.[CH2:23]([O:25][C:26](=[O:38])[CH:27](C(OCC)=O)[C:28](OCC)=[O:29])[CH3:24]. Given the product [CH2:23]([O:25][C:26]([C:27]1[C:6](=[O:22])[N:7]([CH2:13][C:14]2[CH:15]=[CH:16][C:17]([O:20][CH3:21])=[CH:18][CH:19]=2)[N:8]2[CH:9]=[CH:10][CH:11]=[C:12]2[C:28]=1[OH:29])=[O:38])[CH3:24], predict the reactants needed to synthesize it. (5) Given the product [Cl:1][C:2]1[CH:9]=[CH:8][C:5]([CH2:6][N:7]2[C:11]([CH3:21])=[CH:12][C:13]3[CH2:19][CH2:18][CH2:17][CH2:16][CH2:15][C:14]2=3)=[CH:4][CH:3]=1, predict the reactants needed to synthesize it. The reactants are: [Cl:1][C:2]1[CH:9]=[CH:8][C:5]([CH2:6][NH2:7])=[CH:4][CH:3]=1.O=[C:11]([CH3:21])[CH2:12][CH:13]1[CH2:19][CH2:18][CH2:17][CH2:16][CH2:15][C:14]1=O. (6) Given the product [Br:1][C:2]1[C:3]([O:12][C:13]2[CH:18]=[CH:17][C:16]([F:19])=[CH:15][C:14]=2[F:20])=[CH:4][C:5]([CH3:11])=[C:6]([NH2:8])[CH:7]=1, predict the reactants needed to synthesize it. The reactants are: [Br:1][C:2]1[CH:7]=[C:6]([N+:8]([O-])=O)[C:5]([CH3:11])=[CH:4][C:3]=1[O:12][C:13]1[CH:18]=[CH:17][C:16]([F:19])=[CH:15][C:14]=1[F:20].[NH4+].[Cl-]. (7) Given the product [Cl:39][C:36]1[S:35][C:34]([C:6]2[C:7]3[C:12](=[CH:11][C:10]([NH:13][S:14]([CH3:17])(=[O:15])=[O:16])=[CH:9][CH:8]=3)[N:4]([CH:1]([CH3:2])[CH3:3])[CH:5]=2)=[CH:38][CH:37]=1, predict the reactants needed to synthesize it. The reactants are: [CH:1]([N:4]1[C:12]2[C:7](=[CH:8][CH:9]=[C:10]([NH:13][S:14]([CH3:17])(=[O:16])=[O:15])[CH:11]=2)[C:6](B2OC(C)(C)C(C)(C)O2)=[CH:5]1)([CH3:3])[CH3:2].C(=O)([O-])[O-].[K+].[K+].Br[C:34]1[S:35][C:36]([Cl:39])=[CH:37][CH:38]=1.O1CCOCC1. (8) Given the product [CH2:27]([C:19]1[CH:20]=[CH:21][CH:22]=[CH:23][C:18]=1[C:2]1[CH:11]=[CH:10][C:5]([C:6]([O:8][CH3:9])=[O:7])=[CH:4][C:3]=1[CH2:12][O:13][CH3:14])[CH3:28], predict the reactants needed to synthesize it. The reactants are: Br[C:2]1[CH:11]=[CH:10][C:5]([C:6]([O:8][CH3:9])=[O:7])=[CH:4][C:3]=1[CH2:12][O:13][CH3:14].COC[C:18]1[CH:23]=[C:22](C(O)=O)[CH:21]=[CH:20][C:19]=1[C:27]1C=CC=C[C:28]=1C.C(C1C=CC=CC=1B(O)O)C.C(=O)([O-])[O-].[K+].[K+]. (9) Given the product [CH3:3][O:4][C:5]1[CH:48]=[CH:49][C:50]2[C:62](=[O:63])[C:61]3[C:60]4[C:55](=[CH:56][C:57]([C:64]#[N:65])=[CH:58][CH:59]=4)[N:54]([CH3:6])[C:53]=3[C:52]([CH3:67])([CH3:66])[C:2]=2[CH:1]=1, predict the reactants needed to synthesize it. The reactants are: [CH2:1]1[CH2:5][O:4][CH2:3][CH2:2]1.[C:6]1(P(C2C=CC=CC=2)C2C=CC=CC=2)C=CC=CC=1.C(OC(N=NC(OC(C)C)=O)=O)(C)C.[Si](OC1[CH:48]=[CH:49][C:50]2[C:62](=[O:63])[C:61]3[C:60]4[C:55](=[CH:56][C:57]([C:64]#[N:65])=[CH:58][CH:59]=4)[NH:54][C:53]=3[C:52]([CH3:67])([CH3:66])C=2C=1)(C(C)(C)C)(C)C.